Task: Predict the reactants needed to synthesize the given product.. Dataset: Full USPTO retrosynthesis dataset with 1.9M reactions from patents (1976-2016) (1) Given the product [F:1][C:2]1[C:7]([F:8])=[C:6]([CH:9]2[CH2:14][CH2:13][CH:12]([CH2:15][CH2:16][CH2:17][CH2:18][CH3:19])[CH2:11][CH2:10]2)[CH:5]=[CH:4][C:3]=1[CH:20]1[CH2:25][CH2:24][CH:23]([CH:26]2[CH2:27][CH2:28][C:29](=[O:30])[CH2:34][CH2:35]2)[CH2:22][CH2:21]1, predict the reactants needed to synthesize it. The reactants are: [F:1][C:2]1[C:7]([F:8])=[C:6]([CH:9]2[CH2:14][CH2:13][CH:12]([CH2:15][CH2:16][CH2:17][CH2:18][CH3:19])[CH2:11][CH2:10]2)[CH:5]=[CH:4][C:3]=1[CH:20]1[CH2:25][CH2:24][CH:23]([CH:26]2[CH2:35][CH2:34][C:29]3(OCC[O:30]3)[CH2:28][CH2:27]2)[CH2:22][CH2:21]1.C(O)=O.O. (2) Given the product [C:4]12([C:22]([OH:21])([CH3:23])[CH3:2])[CH2:13][CH:8]3[CH2:9][CH:10]([CH2:12][CH:6]([CH2:7]3)[CH2:5]1)[CH2:11]2, predict the reactants needed to synthesize it. The reactants are: [Mg].[CH3:2]I.[C:4]12(C(Cl)=O)[CH2:13][CH:8]3[CH2:9][CH:10]([CH2:12][CH:6]([CH2:7]3)[CH2:5]1)[CH2:11]2.[Cl-].[NH4+].C([O:21][CH2:22][CH3:23])C. (3) Given the product [Br:35][CH2:32][C:29]1[CH:30]=[CH:31][C:26]([CH:6]([CH:1]2[CH2:5][CH2:4][CH2:3][CH2:2]2)[C:7]([NH:9][C:10]2[C:11]([CH3:25])=[C:12]([CH2:16][CH2:17][C:18]([O:20][C:21]([CH3:22])([CH3:24])[CH3:23])=[O:19])[CH:13]=[CH:14][CH:15]=2)=[O:8])=[CH:27][CH:28]=1, predict the reactants needed to synthesize it. The reactants are: [CH:1]1([CH:6]([C:26]2[CH:31]=[CH:30][C:29]([CH2:32]O)=[CH:28][CH:27]=2)[C:7]([NH:9][C:10]2[C:11]([CH3:25])=[C:12]([CH2:16][CH2:17][C:18]([O:20][C:21]([CH3:24])([CH3:23])[CH3:22])=[O:19])[CH:13]=[CH:14][CH:15]=2)=[O:8])[CH2:5][CH2:4][CH2:3][CH2:2]1.C(Br)(Br)(Br)[Br:35].C1(P(C2C=CC=CC=2)C2C=CC=CC=2)C=CC=CC=1. (4) Given the product [NH2:31][C:23]1[CH:24]=[C:25]([NH2:28])[CH:26]=[CH:27][C:22]=1[O:21][C:16]1[C:17]([CH3:20])=[C:18]([CH3:19])[C:13]2[O:12][C:11]([CH3:35])([CH3:36])[CH:10]([C:7]3[CH:6]=[CH:5][C:4]([CH:1]([CH3:3])[CH3:2])=[CH:9][CH:8]=3)[C:14]=2[C:15]=1[CH3:34], predict the reactants needed to synthesize it. The reactants are: [CH:1]([C:4]1[CH:9]=[CH:8][C:7]([CH:10]2[C:14]3[C:15]([CH3:34])=[C:16]([O:21][C:22]4[CH:27]=[CH:26][C:25]([N+:28]([O-])=O)=[CH:24][C:23]=4[N+:31]([O-])=O)[C:17]([CH3:20])=[C:18]([CH3:19])[C:13]=3[O:12][C:11]2([CH3:36])[CH3:35])=[CH:6][CH:5]=1)([CH3:3])[CH3:2]. (5) Given the product [C:19]([C:17]1[N:18]=[C:13]([NH:12][CH:9]2[CH2:8][CH2:7][NH:6][CH2:11][CH2:10]2)[C:14]2[N:15]([C:23](=[O:26])[NH:24][N:25]=2)[CH:16]=1)([CH3:22])([CH3:20])[CH3:21], predict the reactants needed to synthesize it. The reactants are: C(OC([N:6]1[CH2:11][CH2:10][CH:9]([NH:12][C:13]2[C:14]3[N:15]([C:23](=[O:26])[NH:24][N:25]=3)[CH:16]=[C:17]([C:19]([CH3:22])([CH3:21])[CH3:20])[N:18]=2)[CH2:8][CH2:7]1)=O)C.[OH-].[K+]. (6) Given the product [CH2:1]([O:8][C:9]1[CH:14]=[CH:13][C:12]([C:22]2[CH:21]=[CH:20][C:19]([O:18][C:17]([F:16])([F:28])[F:29])=[CH:24][CH:23]=2)=[CH:11][CH:10]=1)[C:2]1[CH:7]=[CH:6][CH:5]=[CH:4][CH:3]=1, predict the reactants needed to synthesize it. The reactants are: [CH2:1]([O:8][C:9]1[CH:14]=[CH:13][C:12](Br)=[CH:11][CH:10]=1)[C:2]1[CH:7]=[CH:6][CH:5]=[CH:4][CH:3]=1.[F:16][C:17]([F:29])([F:28])[O:18][C:19]1[CH:24]=[CH:23][C:22](B(O)O)=[CH:21][CH:20]=1.C(=O)([O-])[O-].[Na+].[Na+].COCCOC. (7) Given the product [CH3:20][O:19][C:17](=[O:18])[CH2:16][C:15]1[C:12]2[C:7]([Cl:6])=[CH:8][C:9]([O:23][CH3:24])=[C:10]([F:22])[C:11]=2[S:13][CH:14]=1, predict the reactants needed to synthesize it. The reactants are: S(O)(C)(=O)=O.[Cl:6][C:7]1[CH:8]=[C:9]([O:23][CH3:24])[C:10]([F:22])=[C:11]([S:13][CH2:14][C:15](=O)[CH2:16][C:17]([O:19][CH3:20])=[O:18])[CH:12]=1.